From a dataset of Forward reaction prediction with 1.9M reactions from USPTO patents (1976-2016). Predict the product of the given reaction. (1) Given the reactants [OH:1][CH2:2][C:3]1[CH:4]=[CH:5][C:6]2[S:7][CH2:8][C:9](=[O:13])[NH:10][C:11]=2[N:12]=1.C1COCC1, predict the reaction product. The product is: [O:13]=[C:9]1[CH2:8][S:7][C:6]2[CH:5]=[CH:4][C:3]([CH:2]=[O:1])=[N:12][C:11]=2[NH:10]1. (2) The product is: [O:12]1[C:16]2[CH:17]=[CH:18][C:19]([C:21]3[S:22][CH:23]=[C:24]([C:26]([NH:1][C:2]4[S:3][CH:4]=[C:5]([C:7]([O:9][CH2:10][CH3:11])=[O:8])[N:6]=4)=[O:27])[N:25]=3)=[CH:20][C:15]=2[CH2:14][CH2:13]1. Given the reactants [NH2:1][C:2]1[S:3][CH:4]=[C:5]([C:7]([O:9][CH2:10][CH3:11])=[O:8])[N:6]=1.[O:12]1[C:16]2[CH:17]=[CH:18][C:19]([C:21]3[S:22][CH:23]=[C:24]([C:26](O)=[O:27])[N:25]=3)=[CH:20][C:15]=2[CH2:14][CH2:13]1.CN(C(ON1N=NC2C=CC=CC1=2)=[N+](C)C)C.F[P-](F)(F)(F)(F)F.CCN(C(C)C)C(C)C, predict the reaction product. (3) Given the reactants [Cl:1][C:2]1[C:3](I)=[CH:4][C:5]2[N:9]=[C:8]([O:10][C@H:11]3[CH2:20][O:19][C@H:18]4[C@@H:13]([O:14][CH:15]([C:21]5[CH:26]=[CH:25][CH:24]=[CH:23][CH:22]=5)[O:16][CH2:17]4)[CH2:12]3)[N:7]([CH2:27][O:28][CH2:29][CH2:30][Si:31]([CH3:34])([CH3:33])[CH3:32])[C:6]=2[CH:35]=1.[B:37]1([C:46]2[CH:51]=[CH:50][C:49](B3OC(C)(C)C(C)(C)O3)=[CH:48][CH:47]=2)[O:41][C:40]([CH3:43])([CH3:42])[C:39]([CH3:45])([CH3:44])[O:38]1, predict the reaction product. The product is: [Cl:1][C:2]1[C:3]([C:49]2[CH:50]=[CH:51][C:46]([B:37]3[O:41][C:40]([CH3:43])([CH3:42])[C:39]([CH3:45])([CH3:44])[O:38]3)=[CH:47][CH:48]=2)=[CH:4][C:5]2[N:9]=[C:8]([O:10][C@H:11]3[CH2:20][O:19][C@H:18]4[C@@H:13]([O:14][CH:15]([C:21]5[CH:26]=[CH:25][CH:24]=[CH:23][CH:22]=5)[O:16][CH2:17]4)[CH2:12]3)[N:7]([CH2:27][O:28][CH2:29][CH2:30][Si:31]([CH3:34])([CH3:33])[CH3:32])[C:6]=2[CH:35]=1. (4) The product is: [F:20][C:17]1([F:21])[CH2:18][CH2:19][CH:14]([C:12]([OH:13])=[O:24])[CH2:15][CH2:16]1. Given the reactants O=CC[C@H](N[C:12]([CH:14]1[CH2:19][CH2:18][C:17]([F:21])([F:20])[CH2:16][CH2:15]1)=[O:13])C1C=CC=CC=1.C(O[BH-](OC(=O)C)OC(=O)C)(=[O:24])C.[Na+].C(=O)(O)[O-].[Na+], predict the reaction product. (5) Given the reactants [OH-].[K+].[C:3]([O:7][C:8]([N:10]1[CH2:15][CH2:14][C:13]([CH:21]([C:27]#[N:28])[C:22]([O:24]CC)=[O:23])([CH:16]2[CH2:20][CH2:19][CH2:18][CH2:17]2)[CH2:12][CH2:11]1)=[O:9])([CH3:6])([CH3:5])[CH3:4], predict the reaction product. The product is: [C:3]([O:7][C:8]([N:10]1[CH2:11][CH2:12][C:13]([CH:21]([C:27]#[N:28])[C:22]([OH:24])=[O:23])([CH:16]2[CH2:20][CH2:19][CH2:18][CH2:17]2)[CH2:14][CH2:15]1)=[O:9])([CH3:6])([CH3:4])[CH3:5]. (6) Given the reactants [NH2:1][C:2]1[CH:9]=[C:8]([F:10])[C:7]([N:11]2[CH2:16][CH2:15][O:14][CH2:13][CH2:12]2)=[CH:6][C:3]=1[CH:4]=O.[CH3:17][O:18][C:19]1[CH:24]=[CH:23][CH:22]=[CH:21][C:20]=1[CH2:25][CH2:26][C:27]#[N:28], predict the reaction product. The product is: [F:10][C:8]1[CH:9]=[C:2]2[C:3]([CH:4]=[C:26]([CH2:25][C:20]3[CH:21]=[CH:22][CH:23]=[CH:24][C:19]=3[O:18][CH3:17])[C:27]([NH2:28])=[N:1]2)=[CH:6][C:7]=1[N:11]1[CH2:16][CH2:15][O:14][CH2:13][CH2:12]1.